From a dataset of Full USPTO retrosynthesis dataset with 1.9M reactions from patents (1976-2016). Predict the reactants needed to synthesize the given product. (1) Given the product [CH2:9]([NH:15][C:2]1[CH:7]=[CH:6][CH:5]=[CH:4][C:3]=1[CH3:8])[CH2:10][CH2:11][CH2:12][CH2:13][CH3:14], predict the reactants needed to synthesize it. The reactants are: Cl[C:2]1[CH:7]=[CH:6][CH:5]=[CH:4][C:3]=1[CH3:8].[CH2:9]([NH2:15])[CH2:10][CH2:11][CH2:12][CH2:13][CH3:14].CC(C)([O-])C.[Na+]. (2) Given the product [CH3:16][C:13]1[N:12]([C:17]2[CH:22]=[CH:21][CH:20]=[C:19]([C:23]([F:26])([F:24])[F:25])[CH:18]=2)[C:11](=[O:27])[C:10]([C:8]([NH:7][CH2:6][C:5]2[CH:4]=[CH:3][C:2]([O:1][S:31]([CH3:30])(=[O:33])=[O:32])=[CH:29][CH:28]=2)=[O:9])=[CH:15][CH:14]=1, predict the reactants needed to synthesize it. The reactants are: [OH:1][C:2]1[CH:29]=[CH:28][C:5]([CH2:6][NH:7][C:8]([C:10]2[C:11](=[O:27])[N:12]([C:17]3[CH:22]=[CH:21][CH:20]=[C:19]([C:23]([F:26])([F:25])[F:24])[CH:18]=3)[C:13]([CH3:16])=[CH:14][CH:15]=2)=[O:9])=[CH:4][CH:3]=1.[CH3:30][S:31](Cl)(=[O:33])=[O:32]. (3) Given the product [NH2:1][C:2]1[N:6]([C:7]2[CH:8]=[C:9]([C:10](=[O:11])[NH:12][CH:13]3[CH2:14][CH2:15]3)[CH:16]=[CH:17][C:18]=2[CH3:19])[N:5]=[CH:4][C:3]=1[C:20]([C:21]1[CH:22]=[C:23]([CH:24]=[CH:25][CH:26]=1)[O:27][CH2:30][C:31]([OH:33])=[O:32])=[O:28], predict the reactants needed to synthesize it. The reactants are: [NH2:1][C:2]1[N:6]([C:7]2[CH:8]=[C:9]([CH:16]=[CH:17][C:18]=2[CH3:19])[C:10]([NH:12][CH:13]2[CH2:15][CH2:14]2)=[O:11])[N:5]=[CH:4][C:3]=1[C:20](=[O:28])[C:21]1[CH:26]=[CH:25][CH:24]=[C:23]([OH:27])[CH:22]=1.Cl[CH2:30][C:31]([O:33]C(C)(C)C)=[O:32].C([O-])([O-])=O.[K+].[K+]. (4) Given the product [N+:26]([C:25]1[CH:24]=[CH:23][C:5]([O:6][C:7]2[CH:8]=[C:9]([NH:13][S:14]([C:17]3[CH:18]=[CH:19][CH:20]=[CH:21][CH:22]=3)(=[O:15])=[O:16])[CH:10]=[CH:11][CH:12]=2)=[CH:4][C:3]=1[CH2:1][NH:32][CH2:29][CH2:30][CH3:31])([O-:28])=[O:27], predict the reactants needed to synthesize it. The reactants are: [CH:1]([C:3]1[CH:4]=[C:5]([CH:23]=[CH:24][C:25]=1[N+:26]([O-:28])=[O:27])[O:6][C:7]1[CH:8]=[C:9]([NH:13][S:14]([C:17]2[CH:22]=[CH:21][CH:20]=[CH:19][CH:18]=2)(=[O:16])=[O:15])[CH:10]=[CH:11][CH:12]=1)=O.[CH2:29]([NH2:32])[CH2:30][CH3:31].[BH-](OC(C)=O)(OC(C)=O)OC(C)=O.[Na+].C([O-])(O)=O.[Na+]. (5) The reactants are: O=[C:2]1[NH:7][C:6]([NH:8][C:9]2[CH:10]=[C:11]([CH:14]=[CH:15][CH:16]=2)[C:12]#[N:13])=[N:5][C:4]([CH2:17][CH2:18][CH3:19])=[CH:3]1.[OH-].[Na+].P(Cl)(Cl)([Cl:24])=O. Given the product [Cl:24][C:2]1[CH:3]=[C:4]([CH2:17][CH2:18][CH3:19])[N:5]=[C:6]([NH:8][C:9]2[CH:10]=[C:11]([CH:14]=[CH:15][CH:16]=2)[C:12]#[N:13])[N:7]=1, predict the reactants needed to synthesize it. (6) Given the product [CH:27]1([CH2:26][O:23][CH2:22][C:20]2[S:19][C:16]3[C:17](=[O:18])[N:12]([C:9]4[CH:10]=[CH:11][C:6]([O:5][CH2:4][CH2:3][N:2]([CH3:24])[CH3:1])=[CH:7][CH:8]=4)[CH:13]=[N:14][C:15]=3[CH:21]=2)[CH2:30][CH2:29][CH2:28]1, predict the reactants needed to synthesize it. The reactants are: [CH3:1][N:2]([CH3:24])[CH2:3][CH2:4][O:5][C:6]1[CH:11]=[CH:10][C:9]([N:12]2[C:17](=[O:18])[C:16]3[S:19][C:20]([CH2:22][OH:23])=[CH:21][C:15]=3[N:14]=[CH:13]2)=[CH:8][CH:7]=1.Br[CH2:26][CH:27]1[CH2:30][CH2:29][CH2:28]1.